From a dataset of Full USPTO retrosynthesis dataset with 1.9M reactions from patents (1976-2016). Predict the reactants needed to synthesize the given product. (1) Given the product [CH3:1][O:2][C:3]([C:5]1[CH:10]=[CH:9][C:8]([NH:22][CH:16]2[CH2:21][CH2:20][CH2:19][CH2:18][CH2:17]2)=[C:7]([N+:13]([O-:15])=[O:14])[N:6]=1)=[O:4], predict the reactants needed to synthesize it. The reactants are: [CH3:1][O:2][C:3]([C:5]1[CH:10]=[CH:9][C:8](OC)=[C:7]([N+:13]([O-:15])=[O:14])[N:6]=1)=[O:4].[CH:16]1([NH2:22])[CH2:21][CH2:20][CH2:19][CH2:18][CH2:17]1. (2) Given the product [C:25]([C:9]1[C:10]([O:17][S:18]([C:21]([F:23])([F:24])[F:22])(=[O:20])=[O:19])=[N:11][C:12]([CH:14]2[CH2:15][CH2:16]2)=[CH:13][C:8]=1[C:5]1[CH:4]=[CH:3][C:2]([NH:1][C:35]([NH:34][C:29]2[CH:30]=[CH:31][CH:32]=[CH:33][C:28]=2[F:27])=[O:36])=[CH:7][CH:6]=1)#[N:26], predict the reactants needed to synthesize it. The reactants are: [NH2:1][C:2]1[CH:7]=[CH:6][C:5]([C:8]2[CH:13]=[C:12]([CH:14]3[CH2:16][CH2:15]3)[N:11]=[C:10]([O:17][S:18]([C:21]([F:24])([F:23])[F:22])(=[O:20])=[O:19])[C:9]=2[C:25]#[N:26])=[CH:4][CH:3]=1.[F:27][C:28]1[CH:33]=[CH:32][CH:31]=[CH:30][C:29]=1[N:34]=[C:35]=[O:36]. (3) Given the product [CH2:1]([O:8][C:9](=[O:31])[C@@H:10]([NH:18][C:19](=[O:30])[C@@H:20]([NH:22][C:57]([CH:49]1[CH2:48][C:56]2[C:51](=[CH:52][CH:53]=[CH:54][CH:55]=2)[CH2:50]1)=[O:59])[CH3:21])[CH2:11][C:12]1[CH:13]=[CH:14][CH:15]=[CH:16][CH:17]=1)[C:2]1[CH:3]=[CH:4][CH:5]=[CH:6][CH:7]=1, predict the reactants needed to synthesize it. The reactants are: [CH2:1]([O:8][C:9](=[O:31])[C@@H:10]([NH:18][C:19](=[O:30])[C@@H:20]([NH:22]C(OC(C)(C)C)=O)[CH3:21])[CH2:11][C:12]1[CH:17]=[CH:16][CH:15]=[CH:14][CH:13]=1)[C:2]1[CH:7]=[CH:6][CH:5]=[CH:4][CH:3]=1.FC(F)(F)C(O)=O.C(N(CC)C(C)C)(C)C.[CH2:48]1[C:56]2[C:51](=[CH:52][CH:53]=[CH:54][CH:55]=2)[CH2:50][CH:49]1[C:57]([OH:59])=O.CN(C(ON1N=NC2C=CC=NC1=2)=[N+](C)C)C.F[P-](F)(F)(F)(F)F. (4) Given the product [CH2:9]([NH:16][C:17]([NH:19][C:21]1[CH:26]=[CH:25][CH:24]=[CH:23][CH:22]=1)=[O:18])[C:10]1[CH:15]=[CH:14][CH:13]=[CH:12][CH:11]=1, predict the reactants needed to synthesize it. The reactants are: [O-]P([O-])([O-])=O.[K+].[K+].[K+].[CH2:9]([NH:16][C:17]([NH2:19])=[O:18])[C:10]1[CH:15]=[CH:14][CH:13]=[CH:12][CH:11]=1.Br[C:21]1[CH:26]=[CH:25][CH:24]=[CH:23][CH:22]=1.CNCCNC.